From a dataset of Reaction yield outcomes from USPTO patents with 853,638 reactions. Predict the reaction yield, written as a fraction of the theoretical maximum amount of product (1.0 means a 100% yield; for example, 0.34 means a 34% yield). The reactants are [Cl:1][C:2]1[CH:24]=[C:23]([Cl:25])[C:22]([C:26]2[CH:31]=[CH:30][CH:29]=[CH:28][N:27]=2)=[CH:21][C:3]=1[C:4]([NH:6][C:7]1[N:11]([C:12]2[CH:17]=[CH:16][CH:15]=[CH:14][CH:13]=2)[N:10]=[C:9]([C:18](O)=[O:19])[CH:8]=1)=[O:5].CCN(C(C)C)C(C)C.F[P-](F)(F)(F)(F)F.N1C2C(=NC=CC=2)N(OC(N(C)C)=[N+](C)C)N=1.Cl.[NH:66]1[CH:70]=[C:69]([CH2:71][NH2:72])[CH:68]=[N:67]1. The catalyst is CN(C=O)C.C(OCC)(=O)C. The product is [NH:66]1[CH:70]=[C:69]([CH2:71][NH:72][C:18]([C:9]2[CH:8]=[C:7]([NH:6][C:4](=[O:5])[C:3]3[CH:21]=[C:22]([C:26]4[CH:31]=[CH:30][CH:29]=[CH:28][N:27]=4)[C:23]([Cl:25])=[CH:24][C:2]=3[Cl:1])[N:11]([C:12]3[CH:13]=[CH:14][CH:15]=[CH:16][CH:17]=3)[N:10]=2)=[O:19])[CH:68]=[N:67]1. The yield is 0.290.